Task: Predict the reaction yield, written as a fraction of the theoretical maximum amount of product (1.0 means a 100% yield; for example, 0.34 means a 34% yield).. Dataset: Reaction yield outcomes from USPTO patents with 853,638 reactions (1) The reactants are [C:1]([C:3]1[CH:4]=[C:5]2[C:10](=[CH:11][C:12]=1[O:13][CH2:14][CH2:15][O:16][CH3:17])[N:9]=[CH:8][CH:7]=[C:6]2[O:18][C:19]1[CH:24]=[CH:23][C:22]([NH:25][C:26]([NH:28][C:29]2[CH:34]=[CH:33][C:32]([F:35])=[CH:31][CH:30]=2)=[O:27])=[CH:21][CH:20]=1)#[N:2].[OH-:36].[Na+].Cl. The catalyst is CS(C)=O.O. The product is [F:35][C:32]1[CH:31]=[CH:30][C:29]([NH:28][C:26]([NH:25][C:22]2[CH:21]=[CH:20][C:19]([O:18][C:6]3[C:5]4[C:10](=[CH:11][C:12]([O:13][CH2:14][CH2:15][O:16][CH3:17])=[C:3]([C:1]([NH2:2])=[O:36])[CH:4]=4)[N:9]=[CH:8][CH:7]=3)=[CH:24][CH:23]=2)=[O:27])=[CH:34][CH:33]=1. The yield is 0.573. (2) The product is [C:1]([O:5][C@H:6]1[CH2:10][N:9]([C:11](=[O:19])[CH2:12][C:13]2[O:17][N:16]=[C:15]([CH3:18])[CH:14]=2)[C@H:8]([C:20]([NH:36][CH2:35][C:32]2[CH:31]=[CH:30][C:29]([C:28]3[S:27][CH:26]=[N:25][C:24]=3[CH3:23])=[CH:34][CH:33]=2)=[O:22])[CH2:7]1)([CH3:2])([CH3:3])[CH3:4]. The yield is 0.880. The catalyst is CN(C=O)C.[Cl-].[Na+].O. The reactants are [C:1]([O:5][C@H:6]1[CH2:10][N:9]([C:11](=[O:19])[CH2:12][C:13]2[O:17][N:16]=[C:15]([CH3:18])[CH:14]=2)[C@H:8]([C:20]([OH:22])=O)[CH2:7]1)([CH3:4])([CH3:3])[CH3:2].[CH3:23][C:24]1[N:25]=[CH:26][S:27][C:28]=1[C:29]1[CH:34]=[CH:33][C:32]([CH2:35][NH2:36])=[CH:31][CH:30]=1.C(Cl)CCl.C1C=CC2N(O)N=NC=2C=1.CCN(C(C)C)C(C)C.